Dataset: NCI-60 drug combinations with 297,098 pairs across 59 cell lines. Task: Regression. Given two drug SMILES strings and cell line genomic features, predict the synergy score measuring deviation from expected non-interaction effect. (1) Drug 1: CS(=O)(=O)C1=CC(=C(C=C1)C(=O)NC2=CC(=C(C=C2)Cl)C3=CC=CC=N3)Cl. Drug 2: N.N.Cl[Pt+2]Cl. Cell line: SK-MEL-2. Synergy scores: CSS=-4.56, Synergy_ZIP=3.26, Synergy_Bliss=4.37, Synergy_Loewe=-1.64, Synergy_HSA=-0.846. (2) Drug 1: CC1CC(C(C(C=C(C(C(C=CC=C(C(=O)NC2=CC(=O)C(=C(C1)C2=O)OC)C)OC)OC(=O)N)C)C)O)OC. Drug 2: CNC(=O)C1=NC=CC(=C1)OC2=CC=C(C=C2)NC(=O)NC3=CC(=C(C=C3)Cl)C(F)(F)F. Cell line: UACC62. Synergy scores: CSS=77.4, Synergy_ZIP=6.68, Synergy_Bliss=6.73, Synergy_Loewe=3.26, Synergy_HSA=10.00. (3) Drug 1: C1CN1C2=NC(=NC(=N2)N3CC3)N4CC4. Drug 2: C1CNP(=O)(OC1)N(CCCl)CCCl. Cell line: SF-268. Synergy scores: CSS=23.0, Synergy_ZIP=-5.27, Synergy_Bliss=-1.32, Synergy_Loewe=-39.9, Synergy_HSA=-3.15. (4) Drug 1: CCCCC(=O)OCC(=O)C1(CC(C2=C(C1)C(=C3C(=C2O)C(=O)C4=C(C3=O)C=CC=C4OC)O)OC5CC(C(C(O5)C)O)NC(=O)C(F)(F)F)O. Drug 2: C1=NNC2=C1C(=O)NC=N2. Cell line: 786-0. Synergy scores: CSS=64.9, Synergy_ZIP=-2.63, Synergy_Bliss=-3.40, Synergy_Loewe=-16.5, Synergy_HSA=-3.15. (5) Drug 1: CCN(CC)CCNC(=O)C1=C(NC(=C1C)C=C2C3=C(C=CC(=C3)F)NC2=O)C. Drug 2: C1=NC2=C(N1)C(=S)N=CN2. Cell line: T-47D. Synergy scores: CSS=17.8, Synergy_ZIP=-5.24, Synergy_Bliss=0.787, Synergy_Loewe=-0.351, Synergy_HSA=2.32. (6) Drug 1: CCCS(=O)(=O)NC1=C(C(=C(C=C1)F)C(=O)C2=CNC3=C2C=C(C=N3)C4=CC=C(C=C4)Cl)F. Drug 2: C1CCN(CC1)CCOC2=CC=C(C=C2)C(=O)C3=C(SC4=C3C=CC(=C4)O)C5=CC=C(C=C5)O. Cell line: OVCAR-5. Synergy scores: CSS=-3.32, Synergy_ZIP=3.84, Synergy_Bliss=2.20, Synergy_Loewe=-4.31, Synergy_HSA=-3.70. (7) Drug 1: CC12CCC3C(C1CCC2O)C(CC4=C3C=CC(=C4)O)CCCCCCCCCS(=O)CCCC(C(F)(F)F)(F)F. Drug 2: C1=NC2=C(N1)C(=S)N=CN2. Cell line: SR. Synergy scores: CSS=35.5, Synergy_ZIP=-2.62, Synergy_Bliss=-0.376, Synergy_Loewe=-31.9, Synergy_HSA=-1.11. (8) Drug 1: C1C(C(OC1N2C=NC3=C2NC=NCC3O)CO)O. Drug 2: CC1CCCC2(C(O2)CC(NC(=O)CC(C(C(=O)C(C1O)C)(C)C)O)C(=CC3=CSC(=N3)C)C)C. Cell line: BT-549. Synergy scores: CSS=40.0, Synergy_ZIP=0.0551, Synergy_Bliss=-2.49, Synergy_Loewe=-6.08, Synergy_HSA=-0.415. (9) Drug 1: CC12CCC3C(C1CCC2NC(=O)OCC(F)(F)F)CCC4C3(C=CC(=O)N4C)C. Drug 2: CCC1=C2CN3C(=CC4=C(C3=O)COC(=O)C4(CC)O)C2=NC5=C1C=C(C=C5)O. Cell line: UACC62. Synergy scores: CSS=37.4, Synergy_ZIP=1.68, Synergy_Bliss=1.14, Synergy_Loewe=-48.9, Synergy_HSA=0.443.